Task: Binary Classification. Given a drug SMILES string, predict its activity (active/inactive) in a high-throughput screening assay against a specified biological target.. Dataset: M1 muscarinic receptor agonist screen with 61,833 compounds (1) The molecule is S(=O)(=O)(N1C(N(S(=O)(=O)C)CC1)c1ccccc1)c1ccc(cc1)C. The result is 1 (active). (2) The molecule is s1c(NC(=O)c2occc2)c(CN2CCN(CC2)c2ncccc2)c(c1C)C. The result is 0 (inactive). (3) The result is 1 (active). The compound is Clc1ccc(C2N=C(Nc3c(OC)cccc3)NC(=N2)N)cc1. (4) The molecule is S(=O)(=O)(N1CCCCC1)c1cc(c(N2CCOCC2)cc1)C(OCC(=O)NCC(C)C)=O. The result is 0 (inactive). (5) The compound is O=C(NCc1ccncc1)c1c(ccc(c1)C)C. The result is 0 (inactive).